Predict the reaction yield, written as a fraction of the theoretical maximum amount of product (1.0 means a 100% yield; for example, 0.34 means a 34% yield). From a dataset of Reaction yield outcomes from USPTO patents with 853,638 reactions. (1) The reactants are [C:1]([O:5][C:6](=[O:26])[NH:7][CH:8]1[CH2:17][C:16]2[C:11](=[CH:12][CH:13]=[C:14](Br)[CH:15]=2)[N:10]([CH2:19][C:20]2[CH:25]=[CH:24][CH:23]=[CH:22][CH:21]=2)[CH2:9]1)([CH3:4])([CH3:3])[CH3:2].[F:27][C:28]1[CH:33]=[CH:32][C:31](B(O)O)=[CH:30][CH:29]=1.C([O-])([O-])=O.[K+].[K+].N#N. The catalyst is CO.C1COCC1. The product is [CH2:19]([N:10]1[C:11]2[C:16](=[CH:15][C:14]([C:31]3[CH:32]=[CH:33][C:28]([F:27])=[CH:29][CH:30]=3)=[CH:13][CH:12]=2)[CH2:17][CH:8]([NH:7][C:6](=[O:26])[O:5][C:1]([CH3:4])([CH3:3])[CH3:2])[CH2:9]1)[C:20]1[CH:25]=[CH:24][CH:23]=[CH:22][CH:21]=1. The yield is 0.540. (2) The reactants are [O:1]=[C:2]1[CH2:7][CH2:6][CH:5]([C:8]([O:10][CH2:11][CH3:12])=[O:9])[CH2:4][CH2:3]1.[Li][CH3:14].[NH4+].[Cl-]. The catalyst is C(OCC)C. The product is [OH:1][C:2]1([CH3:14])[CH2:7][CH2:6][CH:5]([C:8]([O:10][CH2:11][CH3:12])=[O:9])[CH2:4][CH2:3]1. The yield is 0.410. (3) The reactants are [CH3:1][C:2]1([CH3:34])[CH2:10][C:9]2[N:8]([C:11]3[CH:18]=[CH:17][C:14]([C:15]#[N:16])=[C:13]([NH:19][C:20]4[CH:25]=[C:24]([O:26][CH3:27])[C:23]([O:28][CH3:29])=[C:22]([O:30][CH3:31])[CH:21]=4)[CH:12]=3)[N:7]=[C:6]([CH3:32])[C:5]=2[C:4](=[O:33])[CH2:3]1.C([OH:37])C.CS(C)=O.[OH-].[Na+].OO. The catalyst is O. The product is [CH3:1][C:2]1([CH3:34])[CH2:10][C:9]2[N:8]([C:11]3[CH:18]=[CH:17][C:14]([C:15]([NH2:16])=[O:37])=[C:13]([NH:19][C:20]4[CH:25]=[C:24]([O:26][CH3:27])[C:23]([O:28][CH3:29])=[C:22]([O:30][CH3:31])[CH:21]=4)[CH:12]=3)[N:7]=[C:6]([CH3:32])[C:5]=2[C:4](=[O:33])[CH2:3]1. The yield is 0.990. (4) The reactants are C([O:5][C:6](=[O:20])[C@@H:7]([N:9]1[C:18](=[O:19])[C:17]2[C:12](=[CH:13][CH:14]=[CH:15][CH:16]=2)[N:11]=[CH:10]1)[CH3:8])(C)(C)C. The catalyst is C(O)(C(F)(F)F)=O. The product is [O:19]=[C:18]1[C:17]2[C:12](=[CH:13][CH:14]=[CH:15][CH:16]=2)[N:11]=[CH:10][N:9]1[C@@H:7]([CH3:8])[C:6]([OH:20])=[O:5]. The yield is 0.940. (5) The reactants are [NH2:1][C:2]1[CH:7]=[CH:6][CH:5]=[CH:4][C:3]=1[NH:8][C:9](=[O:28])[C:10]1[CH:15]=[CH:14][C:13]([CH2:16][N:17]2[CH2:25][C:24]3[C:19](=[CH:20][CH:21]=[CH:22][C:23]=3Br)[C:18]2=[O:27])=[CH:12][CH:11]=1.[F:29][C:30]1[CH:31]=[C:32](B(O)O)[CH:33]=[CH:34][C:35]=1[O:36][CH3:37]. No catalyst specified. The product is [NH2:1][C:2]1[CH:7]=[CH:6][CH:5]=[CH:4][C:3]=1[NH:8][C:9](=[O:28])[C:10]1[CH:15]=[CH:14][C:13]([CH2:16][N:17]2[CH2:25][C:24]3[C:19](=[CH:20][CH:21]=[CH:22][C:23]=3[C:32]3[CH:33]=[CH:34][C:35]([O:36][CH3:37])=[C:30]([F:29])[CH:31]=3)[C:18]2=[O:27])=[CH:12][CH:11]=1. The yield is 0.510. (6) The reactants are C[O:2][C:3]1[CH:12]=[C:11]2[C:6]([CH:7]=[N:8][C:9]([NH:13][C:14]3[CH:19]=[CH:18][C:17]([S:20]([N:23]4[CH2:28][CH2:27][O:26][CH2:25][CH2:24]4)(=[O:22])=[O:21])=[CH:16][CH:15]=3)=[N:10]2)=[CH:5][CH:4]=1.C[S-].[Na+].Cl. The catalyst is CN1C(=O)CCC1.O. The product is [O:26]1[CH2:27][CH2:28][N:23]([S:20]([C:17]2[CH:18]=[CH:19][C:14]([NH:13][C:9]3[N:8]=[CH:7][C:6]4[C:11](=[CH:12][C:3]([OH:2])=[CH:4][CH:5]=4)[N:10]=3)=[CH:15][CH:16]=2)(=[O:21])=[O:22])[CH2:24][CH2:25]1. The yield is 0.990. (7) The reactants are [F:1][C:2]1([F:17])[O:6][C:5]2[CH:7]=[CH:8][C:9]([C:11]3([C:14]([OH:16])=O)[CH2:13][CH2:12]3)=[CH:10][C:4]=2[O:3]1.F[P-](F)(F)(F)(F)F.CN(C(N(C)C)=[N+]1C2C(=NC=CC=2)[N+]([O-])=N1)C.[NH2:42][C@H:43]1[CH2:48][C@@H:47]([C:49]2[CH:54]=[CH:53][CH:52]=[CH:51][CH:50]=2)[O:46][C@@H:45]([C:55]2[CH:64]=[CH:63][C:58]([C:59]([O:61][CH3:62])=[O:60])=[CH:57][CH:56]=2)[CH2:44]1.C(N(C(C)C)C(C)C)C. The catalyst is CN(C=O)C. The product is [F:17][C:2]1([F:1])[O:6][C:5]2[CH:7]=[CH:8][C:9]([C:11]3([C:14]([NH:42][C@H:43]4[CH2:48][C@@H:47]([C:49]5[CH:50]=[CH:51][CH:52]=[CH:53][CH:54]=5)[O:46][C@@H:45]([C:55]5[CH:56]=[CH:57][C:58]([C:59]([O:61][CH3:62])=[O:60])=[CH:63][CH:64]=5)[CH2:44]4)=[O:16])[CH2:12][CH2:13]3)=[CH:10][C:4]=2[O:3]1. The yield is 0.790.